Dataset: Human intestinal absorption (HIA) binary classification data from Hou et al.. Task: Regression/Classification. Given a drug SMILES string, predict its absorption, distribution, metabolism, or excretion properties. Task type varies by dataset: regression for continuous measurements (e.g., permeability, clearance, half-life) or binary classification for categorical outcomes (e.g., BBB penetration, CYP inhibition). Dataset: hia_hou. The compound is Cc1nnc2n1-c1ccc(Cl)cc1C(c1ccccc1)=NC2. The result is 1 (good absorption).